Dataset: Forward reaction prediction with 1.9M reactions from USPTO patents (1976-2016). Task: Predict the product of the given reaction. (1) The product is: [CH:15]1([CH2:14][S:13][C:4]2[CH:3]=[C:2]([CH:7]=[C:6]([O:8][C:9]([F:12])([F:11])[F:10])[CH:5]=2)[CH:24]=[O:25])[CH2:20][CH2:19][CH2:18][CH2:17][CH2:16]1. Given the reactants Br[C:2]1[CH:3]=[C:4]([S:13][CH2:14][CH:15]2[CH2:20][CH2:19][CH2:18][CH2:17][CH2:16]2)[CH:5]=[C:6]([O:8][C:9]([F:12])([F:11])[F:10])[CH:7]=1.CN([CH:24]=[O:25])C, predict the reaction product. (2) Given the reactants [CH3:1][N:2]([CH2:4][CH2:5][C:6]1[C:10]2[CH:11]=[C:12]([CH2:15][S:16]([N:19]3[CH2:23][CH2:22][CH2:21][CH2:20]3)(=[O:18])=[O:17])[CH:13]=[CH:14][C:9]=2[NH:8][CH:7]=1)[CH3:3].[C:24]([OH:32])(=[O:31])[CH:25]([CH2:27][C:28]([OH:30])=[O:29])[OH:26], predict the reaction product. The product is: [CH3:1][N:2]([CH2:4][CH2:5][C:6]1[C:10]2[CH:11]=[C:12]([CH2:15][S:16]([N:19]3[CH2:23][CH2:22][CH2:21][CH2:20]3)(=[O:18])=[O:17])[CH:13]=[CH:14][C:9]=2[NH:8][CH:7]=1)[CH3:3].[CH2:27]([C:28]([OH:30])=[O:29])[CH:25]([OH:26])[C:24]([OH:32])=[O:31]. (3) Given the reactants [CH:1]1([C:4]2[NH:5][C:6]([C:10]3[C:11]([CH3:20])=[CH:12][C:13]([CH3:19])=[C:14]([CH:18]=3)[C:15]([OH:17])=O)=[C:7]([CH3:9])[N:8]=2)[CH2:3][CH2:2]1.CC1NC(C2C=C(C=CC=2C)C(O)=O)=C(C)N=1.Cl.[F:39][C:40]1([C:44]2[CH:51]=[CH:50][C:47]([C:48]#[N:49])=[CH:46][CH:45]=2)[CH2:43][NH:42][CH2:41]1.Cl.N1CC(C2C=CC(C#N)=CC=2)C1, predict the reaction product. The product is: [CH:1]1([C:4]2[NH:5][C:6]([C:10]3[C:11]([CH3:20])=[CH:12][C:13]([CH3:19])=[C:14]([CH:18]=3)[C:15]([N:42]3[CH2:41][C:40]([C:44]4[CH:45]=[CH:46][C:47]([C:48]#[N:49])=[CH:50][CH:51]=4)([F:39])[CH2:43]3)=[O:17])=[C:7]([CH3:9])[N:8]=2)[CH2:2][CH2:3]1. (4) Given the reactants [N:1]#[C:2][NH2:3].[Na].[CH:5]1([C:11]2[CH:21]=[CH:20][C:14]([O:15][CH2:16][CH:17]3[CH2:19][O:18]3)=[CH:13][CH:12]=2)[CH2:10][CH2:9][CH2:8][CH2:7][CH2:6]1, predict the reaction product. The product is: [CH:5]1([C:11]2[CH:12]=[CH:13][C:14]([O:15][CH2:16][C@H:17]3[O:18][C:2]([NH2:3])=[N:1][CH2:19]3)=[CH:20][CH:21]=2)[CH2:6][CH2:7][CH2:8][CH2:9][CH2:10]1. (5) Given the reactants I[CH3:2].[CH:3]1([N:6]2[C:10]([C:11]3[CH:16]=[CH:15][N:14]=[CH:13][CH:12]=3)=[N:9][N:8]=[C:7]2[SH:17])[CH2:5][CH2:4]1, predict the reaction product. The product is: [CH:3]1([N:6]2[C:7]([S:17][CH3:2])=[N:8][N:9]=[C:10]2[C:11]2[CH:16]=[CH:15][N:14]=[CH:13][CH:12]=2)[CH2:5][CH2:4]1. (6) Given the reactants [OH:1][NH:2][C:3](=[NH:5])[CH3:4].[H-].[Na+].CO[C:10]([C:12]1[C:13]([CH:22]([CH3:24])[CH3:23])=[C:14]2[N:19]([CH:20]=1)[N:18]=[CH:17][NH:16][C:15]2=[O:21])=O, predict the reaction product. The product is: [CH:22]([C:13]1[C:12]([C:10]2[O:1][N:2]=[C:3]([CH3:4])[N:5]=2)=[CH:20][N:19]2[C:14]=1[C:15](=[O:21])[NH:16][CH:17]=[N:18]2)([CH3:24])[CH3:23].